Dataset: Reaction yield outcomes from USPTO patents with 853,638 reactions. Task: Predict the reaction yield, written as a fraction of the theoretical maximum amount of product (1.0 means a 100% yield; for example, 0.34 means a 34% yield). (1) The reactants are [I:1][C:2]1[C:3]([S:11][C:12]2[NH:13][C:14]3[C:19]([N:20]=2)=[C:18]([NH2:21])[N:17]=[CH:16][N:15]=3)=[CH:4][C:5]2[O:9][CH2:8][O:7][C:6]=2[CH:10]=1.Br[CH2:23][CH2:24][NH:25][S:26]([CH3:29])(=[O:28])=[O:27].C([O-])([O-])=O.[Cs+].[Cs+]. The catalyst is CN(C=O)C. The product is [NH2:21][C:18]1[N:17]=[CH:16][N:15]=[C:14]2[C:19]=1[N:20]=[C:12]([S:11][C:3]1[C:2]([I:1])=[CH:10][C:6]3[O:7][CH2:8][O:9][C:5]=3[CH:4]=1)[N:13]2[CH2:23][CH2:24][NH:25][S:26]([CH3:29])(=[O:28])=[O:27]. The yield is 0.270. (2) The reactants are Br[C:2]1[CH:3]=[CH:4][C:5]([F:16])=[C:6]([C:8]2[C:9]([C:14]#[N:15])=[CH:10][CH:11]=[CH:12][CH:13]=2)[CH:7]=1.C([O-])(=O)C.[K+].[B:22]1([B:22]2[O:26][C:25]([CH3:28])([CH3:27])[C:24]([CH3:30])([CH3:29])[O:23]2)[O:26][C:25]([CH3:28])([CH3:27])[C:24]([CH3:30])([CH3:29])[O:23]1. The catalyst is O1CCOCC1.CS(C)=O.C1C=CC([PH+]([C]2[CH][CH][CH][CH]2)C2C=CC=CC=2)=CC=1.C1C=CC([PH+]([C]2[CH][CH][CH][CH]2)C2C=CC=CC=2)=CC=1.C(Cl)Cl.Cl[Pd]Cl.[Fe]. The product is [F:16][C:5]1[CH:4]=[CH:3][C:2]([B:22]2[O:26][C:25]([CH3:28])([CH3:27])[C:24]([CH3:30])([CH3:29])[O:23]2)=[CH:7][C:6]=1[C:8]1[C:9]([C:14]#[N:15])=[CH:10][CH:11]=[CH:12][CH:13]=1. The yield is 0.790.